Task: Regression. Given a peptide amino acid sequence and an MHC pseudo amino acid sequence, predict their binding affinity value. This is MHC class II binding data.. Dataset: Peptide-MHC class II binding affinity with 134,281 pairs from IEDB (1) The peptide sequence is MVVERLGDYLVEQGM. The MHC is DRB1_0301 with pseudo-sequence DRB1_0301. The binding affinity (normalized) is 0.222. (2) The peptide sequence is ANGYFSGHVIPACKN. The MHC is DRB1_0405 with pseudo-sequence DRB1_0405. The binding affinity (normalized) is 0.253. (3) The peptide sequence is QAVELTARLNSLGEA. The MHC is HLA-DPA10103-DPB10401 with pseudo-sequence HLA-DPA10103-DPB10401. The binding affinity (normalized) is 0.234. (4) The peptide sequence is FRPTLVSVARPINGI. The MHC is H-2-IAb with pseudo-sequence H-2-IAb. The binding affinity (normalized) is 0.429. (5) The peptide sequence is IAGYKTFDGRGAQVY. The MHC is DRB1_0802 with pseudo-sequence DRB1_0802. The binding affinity (normalized) is 0.384. (6) The peptide sequence is KLAQRRVFHGVAKNP. The MHC is DRB1_0301 with pseudo-sequence DRB1_0301. The binding affinity (normalized) is 0.233. (7) The peptide sequence is ITDAVGNDMPGGYCL. The MHC is H-2-IAb with pseudo-sequence H-2-IAb. The binding affinity (normalized) is 0.106. (8) The peptide sequence is SGTNNKTMAVCTNAK. The MHC is HLA-DPA10201-DPB10101 with pseudo-sequence HLA-DPA10201-DPB10101. The binding affinity (normalized) is 0.135. (9) The peptide sequence is SQDLELSWNLNGPQAY. The MHC is DRB1_0802 with pseudo-sequence DRB1_0802. The binding affinity (normalized) is 0.167.